Dataset: Catalyst prediction with 721,799 reactions and 888 catalyst types from USPTO. Task: Predict which catalyst facilitates the given reaction. Reactant: Br[C:2]1[C:3]([NH2:9])=[N:4][CH:5]=[C:6]([Br:8])[N:7]=1.[O:10]1[C:14](B(O)O)=[CH:13][C:12]2[CH:18]=[CH:19][CH:20]=[CH:21][C:11]1=2.C([O-])(O)=O.[Na+].O. Product: [O:10]1[C:11]2[CH:21]=[CH:20][CH:19]=[CH:18][C:12]=2[CH:13]=[C:14]1[C:2]1[C:3]([NH2:9])=[N:4][CH:5]=[C:6]([Br:8])[N:7]=1. The catalyst class is: 104.